From a dataset of Forward reaction prediction with 1.9M reactions from USPTO patents (1976-2016). Predict the product of the given reaction. (1) Given the reactants [Br:1][C:2]1[CH:7]=[CH:6][C:5]([S:8][CH2:9][CH2:10][NH:11][CH2:12][C:13]([O:15][C:16]([CH3:19])([CH3:18])[CH3:17])=[O:14])=[CH:4][CH:3]=1.[C:20](O[C:20]([O:22][C:23]([CH3:26])([CH3:25])[CH3:24])=[O:21])([O:22][C:23]([CH3:26])([CH3:25])[CH3:24])=[O:21], predict the reaction product. The product is: [Br:1][C:2]1[CH:3]=[CH:4][C:5]([S:8][CH2:9][CH2:10][N:11]([CH2:12][C:13]([O:15][C:16]([CH3:19])([CH3:18])[CH3:17])=[O:14])[C:20]([O:22][C:23]([CH3:26])([CH3:25])[CH3:24])=[O:21])=[CH:6][CH:7]=1. (2) Given the reactants OS(O)(=O)=O.[CH3:6][O:7][C:8]1[CH:13]=[CH:12][N:11]=[CH:10][CH:9]=1.[N+:14]([O-])([OH:16])=[O:15].C([O-])([O-])=O.[K+].[K+], predict the reaction product. The product is: [CH3:6][O:7][C:8]1[CH:13]=[CH:12][N:11]=[CH:10][C:9]=1[N+:14]([O-:16])=[O:15]. (3) Given the reactants Br[C:2]1[CH:10]=[C:9]2[C:5]([C:6]3[C:14]([C:15]4[CH:20]=[CH:19][CH:18]=[C:17]([N:21]5[C:30](=[O:31])[C:29]6[C:24](=[CH:25][CH:26]=[CH:27][CH:28]=6)[N:23]=[CH:22]5)[C:16]=4[CH3:32])=[C:13]([CH3:33])[N:12]=[C:11]([C:34]([NH2:36])=[O:35])[C:7]=3[NH:8]2)=[CH:4][CH:3]=1.C([Sn](CCCC)(CCCC)[C:42]([O:44]CC)=[CH2:43])CCC.C(N(CC)CC)C, predict the reaction product. The product is: [C:42]([C:2]1[CH:10]=[C:9]2[C:5]([C:6]3[C:14]([C:15]4[CH:20]=[CH:19][CH:18]=[C:17]([N:21]5[C:30](=[O:31])[C:29]6[C:24](=[CH:25][CH:26]=[CH:27][CH:28]=6)[N:23]=[CH:22]5)[C:16]=4[CH3:32])=[C:13]([CH3:33])[N:12]=[C:11]([C:34]([NH2:36])=[O:35])[C:7]=3[NH:8]2)=[CH:4][CH:3]=1)(=[O:44])[CH3:43]. (4) Given the reactants [CH3:1][C:2]1[S:6][C:5]([C:7]2[CH:12]=[CH:11][CH:10]=[C:9]([C:13]([F:16])([F:15])[F:14])[CH:8]=2)=[N:4][C:3]=1[CH2:17][N:18]1[CH:22]=[C:21]([C:23]([O:25]CC)=[O:24])[CH:20]=[N:19]1.[OH-].[Na+].O, predict the reaction product. The product is: [CH3:1][C:2]1[S:6][C:5]([C:7]2[CH:12]=[CH:11][CH:10]=[C:9]([C:13]([F:14])([F:16])[F:15])[CH:8]=2)=[N:4][C:3]=1[CH2:17][N:18]1[CH:22]=[C:21]([C:23]([OH:25])=[O:24])[CH:20]=[N:19]1.